This data is from Retrosynthesis with 50K atom-mapped reactions and 10 reaction types from USPTO. The task is: Predict the reactants needed to synthesize the given product. Given the product O=S(=O)(NCc1ccc(-c2ccccc2)nn1)c1cccnc1, predict the reactants needed to synthesize it. The reactants are: NCc1ccc(-c2ccccc2)nn1.O=S(=O)(Cl)c1cccnc1.